From a dataset of Forward reaction prediction with 1.9M reactions from USPTO patents (1976-2016). Predict the product of the given reaction. Given the reactants Cl.[CH3:2][O:3][C:4]([C:6]1[CH:7]=[C:8]2[C:12](=[CH:13][CH:14]=1)[CH2:11][CH2:10][C@H:9]2[NH2:15])=[O:5].C[O:17][C:18](=O)[C:19]1[C:24]([Cl:25])=[CH:23][CH:22]=[CH:21][C:20]=1[CH2:26]Br.C(N(CC)CC)C.C([O-])(O)=O.[Na+], predict the reaction product. The product is: [Cl:25][C:24]1[CH:23]=[CH:22][CH:21]=[C:20]2[C:19]=1[C:18](=[O:17])[N:15]([C@H:9]1[C:8]3[C:12](=[CH:13][CH:14]=[C:6]([C:4]([O:3][CH3:2])=[O:5])[CH:7]=3)[CH2:11][CH2:10]1)[CH2:26]2.